The task is: Predict the product of the given reaction.. This data is from Forward reaction prediction with 1.9M reactions from USPTO patents (1976-2016). (1) Given the reactants [CH:1]1([CH2:5][NH2:6])[CH2:4][CH2:3][CH2:2]1.[CH3:7][O:8][CH2:9][C:10]1[N:14]([CH2:15][C:16]2[C:25]3[C:20](=[CH:21][CH:22]=[CH:23][CH:24]=3)[C:19]([C:26]([NH:28][C:29]3[C:30]([C:35](OC)=[O:36])=[N:31][CH:32]=[CH:33][CH:34]=3)=[O:27])=[CH:18][CH:17]=2)[N:13]=[N:12][CH:11]=1.COCC1N=NN(CC2C3C(=CC=CC=3)C(C(NC3C(C(OC)=O)=NC=CC=3)=O)=CC=2)C=1, predict the reaction product. The product is: [CH:1]1([CH2:5][NH:6][C:35]([C:30]2[C:29]([NH:28][C:26]([C:19]3[C:20]4[C:25](=[CH:24][CH:23]=[CH:22][CH:21]=4)[C:16]([CH2:15][N:14]4[C:10]([CH2:9][O:8][CH3:7])=[CH:11][N:12]=[N:13]4)=[CH:17][CH:18]=3)=[O:27])=[CH:34][CH:33]=[CH:32][N:31]=2)=[O:36])[CH2:4][CH2:3][CH2:2]1. (2) Given the reactants Br[C:2]1[N:3]=[CH:4][CH:5]=[C:6]2[CH:10]=[CH:9][NH:8][C:7]=12.C(=O)([O-])[O-].[Cs+].[Cs+].[CH:17]1([C:21]([NH2:23])=[O:22])[CH2:20][CH2:19]C1.C(=O)(O)[O-].[Na+], predict the reaction product. The product is: [NH:8]1[C:7]2=[C:2]([NH:23][C:21]([CH:17]3[CH2:20][CH2:19]3)=[O:22])[N:3]=[CH:4][CH:5]=[C:6]2[CH:10]=[CH:9]1.